This data is from Reaction yield outcomes from USPTO patents with 853,638 reactions. The task is: Predict the reaction yield, written as a fraction of the theoretical maximum amount of product (1.0 means a 100% yield; for example, 0.34 means a 34% yield). (1) The reactants are C([Si](C(C)C)(C(C)C)[O:5][CH2:6][C@H:7]1[CH2:11][CH2:10][CH2:9][N:8]1[C:12]1[N:16]2[CH:17]=[C:18]([O:21][C@H:22]3[C:31]4[C:26](=[CH:27][CH:28]=[CH:29][CH:30]=4)[C@@H:25]([NH2:32])[CH2:24][CH2:23]3)[CH:19]=[CH:20][C:15]2=[N:14][N:13]=1)(C)C.ClC(Cl)(Cl)C[O:42][C:43](=O)[NH:44][C:45]1[N:46]([C:54]2[CH:59]=[CH:58][C:57]([CH3:60])=[CH:56][CH:55]=2)[N:47]=[C:48]([C:50]([CH3:53])([CH3:52])[CH3:51])[CH:49]=1.CCN(C(C)C)C(C)C.N. The catalyst is CN(C=O)C.CO.C(Cl)Cl. The product is [C:50]([C:48]1[CH:49]=[C:45]([NH:44][C:43]([NH:32][C@@H:25]2[C:26]3[C:31](=[CH:30][CH:29]=[CH:28][CH:27]=3)[C@H:22]([O:21][C:18]3[CH:19]=[CH:20][C:15]4[N:16]([C:12]([N:8]5[CH2:9][CH2:10][CH2:11][C@@H:7]5[CH2:6][OH:5])=[N:13][N:14]=4)[CH:17]=3)[CH2:23][CH2:24]2)=[O:42])[N:46]([C:54]2[CH:59]=[CH:58][C:57]([CH3:60])=[CH:56][CH:55]=2)[N:47]=1)([CH3:53])([CH3:51])[CH3:52]. The yield is 0.360. (2) The reactants are Br[C:2]1[CH:23]=[CH:22][C:5]2[C:6]3[N:10]([CH2:11][CH2:12][O:13][C:4]=2[CH:3]=1)[CH:9]=[C:8]([C:14]1[N:15]([CH:19]([CH3:21])[CH3:20])[N:16]=[CH:17][N:18]=1)[N:7]=3.C([O-])(=O)C.[K+].O1CCCCC1[O:35][CH2:36][CH2:37][N:38]1[CH:42]=[C:41](B2OC(C)(C)C(C)(C)O2)[CH:40]=[N:39]1.Cl. The catalyst is CC#N.CCOC(C)=O.O.C(Cl)Cl.O1CCOCC1.[Pd].C1(P(C2C=CC=CC=2)C2C=CC=CC=2)C=CC=CC=1.C1(P(C2C=CC=CC=2)C2C=CC=CC=2)C=CC=CC=1.C1(P(C2C=CC=CC=2)C2C=CC=CC=2)C=CC=CC=1.C1(P(C2C=CC=CC=2)C2C=CC=CC=2)C=CC=CC=1. The product is [CH:19]([N:15]1[C:14]([C:8]2[N:7]=[C:6]3[C:5]4[CH:22]=[CH:23][C:2]([C:41]5[CH:40]=[N:39][N:38]([CH2:37][CH2:36][OH:35])[CH:42]=5)=[CH:3][C:4]=4[O:13][CH2:12][CH2:11][N:10]3[CH:9]=2)=[N:18][CH:17]=[N:16]1)([CH3:21])[CH3:20]. The yield is 0.740. (3) The reactants are [CH2:1]([O:8][CH:9]([CH2:13][CH2:14][CH:15]=[CH2:16])[CH2:10]C=C)[C:2]1[CH:7]=[CH:6][CH:5]=[CH:4][CH:3]=1. The catalyst is C1(C)C=CC=CC=1. The product is [CH2:1]([O:8][CH:9]1[CH2:13][CH2:14][CH:15]=[CH:16][CH2:10]1)[C:2]1[CH:3]=[CH:4][CH:5]=[CH:6][CH:7]=1. The yield is 0.950. (4) The yield is 0.980. The catalyst is CN(C)C=O. The reactants are [CH3:1]C([O-])(C)C.[K+].[CH3:7][O:8][C:9]([C@H:11]1[CH2:16][CH2:15][C@H:14]([NH:17][CH2:18][C:19]2[CH:28]=[CH:27][C:22]3[O:23][CH2:24][CH2:25][O:26][C:21]=3[CH:20]=2)[CH2:13][CH2:12]1)=[O:10].CI. The product is [CH3:7][O:8][C:9]([C@H:11]1[CH2:16][CH2:15][C@H:14]([N:17]([CH2:18][C:19]2[CH:28]=[CH:27][C:22]3[O:23][CH2:24][CH2:25][O:26][C:21]=3[CH:20]=2)[CH3:1])[CH2:13][CH2:12]1)=[O:10]. (5) The reactants are [N+:1]([C:4]1[CH:5]=[C:6]([CH:14]=[CH:15][CH:16]=1)[O:7][CH2:8][C:9](OCC)=[O:10])([O-:3])=[O:2].Cl.CN.[CH:20]([N:23](C(C)C)CC)(C)C. The catalyst is CO.O. The product is [CH3:20][NH:23][C:9](=[O:10])[CH2:8][O:7][C:6]1[CH:14]=[CH:15][CH:16]=[C:4]([N+:1]([O-:3])=[O:2])[CH:5]=1. The yield is 0.950. (6) The reactants are [CH3:1][O:2][C:3]([C:5]1[CH:6]=[N:7][C:8](SC)=[N:9][CH:10]=1)=[O:4].[CH:13]1C=C(Cl)C=C(C(OO)=O)C=1.[O-:24][S:25]([O-:28])(=S)=O.[Na+].[Na+]. The catalyst is C(Cl)Cl.O. The product is [CH3:1][O:2][C:3]([C:5]1[CH:10]=[N:9][C:8]([S:25]([CH3:13])(=[O:28])=[O:24])=[N:7][CH:6]=1)=[O:4]. The yield is 0.900.